This data is from Peptide-MHC class I binding affinity with 185,985 pairs from IEDB/IMGT. The task is: Regression. Given a peptide amino acid sequence and an MHC pseudo amino acid sequence, predict their binding affinity value. This is MHC class I binding data. (1) The peptide sequence is YLKEACNHA. The MHC is HLA-B27:05 with pseudo-sequence HLA-B27:05. The binding affinity (normalized) is 0.0847. (2) The binding affinity (normalized) is 0.134. The peptide sequence is SLMEHWALG. The MHC is HLA-A03:01 with pseudo-sequence HLA-A03:01.